Dataset: Reaction yield outcomes from USPTO patents with 853,638 reactions. Task: Predict the reaction yield, written as a fraction of the theoretical maximum amount of product (1.0 means a 100% yield; for example, 0.34 means a 34% yield). (1) The reactants are [Bi](Cl)(Cl)Cl.[I-].[Na+].[C:7](Cl)(=[O:9])[CH3:8].[CH2:11]([O:13][C:14]([C:16]1[C:17]2[C:32]([O:33][Si](C)(C)C)=[CH:31][CH2:30][CH2:29][CH2:28][C:18]=2[N:19]([C:21]([O:23][C:24]([CH3:27])([CH3:26])[CH3:25])=[O:22])[CH:20]=1)=[O:15])[CH3:12]. The catalyst is C(Cl)Cl.CCOCC. The product is [CH2:11]([O:13][C:14]([C:16]1[C:17]2[C:32](=[O:33])[CH:31]([C:7](=[O:9])[CH3:8])[CH2:30][CH2:29][CH2:28][C:18]=2[N:19]([C:21]([O:23][C:24]([CH3:27])([CH3:26])[CH3:25])=[O:22])[CH:20]=1)=[O:15])[CH3:12]. The yield is 0.860. (2) The reactants are [Br:1][C:2]1[CH:3]=[C:4]([CH:8]=O)[CH:5]=[N:6][CH:7]=1.[NH2:10][C:11]1[N:16]=[C:15]([CH3:17])[CH:14]=[CH:13][N:12]=1. The catalyst is C(O)=O.O.[OH-].[Na+]. The product is [Br:1][C:2]1[CH:3]=[C:4](/[CH:8]=[CH:17]/[C:15]2[CH:14]=[CH:13][N:12]=[C:11]([NH2:10])[N:16]=2)[CH:5]=[N:6][CH:7]=1. The yield is 0.710. (3) The reactants are [C:1]([C:11]1[S:12][C:13]([C:27]([CH3:30])([CH3:29])[CH3:28])=[CH:14][C:15]=1[NH:16][C:17]([NH:19][C:20]1[CH:25]=[CH:24][C:23]([CH3:26])=[CH:22][CH:21]=1)=[O:18])([O:3]CC1C=CC=CC=1)=[O:2]. The catalyst is CCO.[Pd]. The product is [C:1]([C:11]1[S:12][C:13]([C:27]([CH3:30])([CH3:29])[CH3:28])=[CH:14][C:15]=1[NH:16][C:17]([NH:19][C:20]1[CH:25]=[CH:24][C:23]([CH3:26])=[CH:22][CH:21]=1)=[O:18])([OH:3])=[O:2]. The yield is 0.900. (4) The yield is 0.150. The reactants are [NH:1]1[CH2:4][CH:3]([N:5]2[CH:9]=[C:8]([C:10]3[CH:11]=[N:12][C:13]4[C:18]([CH:19]=3)=[CH:17][C:16]([CH2:20][C:21]3[N:25]5[N:26]=[C:27]([CH3:30])[CH:28]=[CH:29][C:24]5=[N:23][N:22]=3)=[CH:15][CH:14]=4)[CH:7]=[N:6]2)[CH2:2]1.C(N(CC)CC)C.[C:38](Cl)(=[O:40])[CH3:39]. The catalyst is ClCCl.O. The product is [CH3:30][C:27]1[CH:28]=[CH:29][C:24]2[N:25]([C:21]([CH2:20][C:16]3[CH:17]=[C:18]4[C:13](=[CH:14][CH:15]=3)[N:12]=[CH:11][C:10]([C:8]3[CH:7]=[N:6][N:5]([CH:3]5[CH2:4][N:1]([C:38](=[O:40])[CH3:39])[CH2:2]5)[CH:9]=3)=[CH:19]4)=[N:22][N:23]=2)[N:26]=1. (5) The yield is 0.500. The catalyst is CO. The reactants are [CH3:1][O:2][CH2:3][CH:4]([NH:6][C:7]([C:9]1[CH:10]=[C:11]([C:22]2[CH:27]=[CH:26][C:25]([CH3:28])=[CH:24][CH:23]=2)[CH:12]=[C:13]([C:15](=[O:21])[CH:16]=[CH:17][N:18](C)C)[CH:14]=1)=[O:8])[CH3:5].OOS(N)(=O)=O. The product is [CH3:1][O:2][CH2:3][CH:4]([NH:6][C:7]([C:9]1[CH:10]=[C:11]([C:22]2[CH:27]=[CH:26][C:25]([CH3:28])=[CH:24][CH:23]=2)[CH:12]=[C:13]([C:15]2[O:21][N:18]=[CH:17][CH:16]=2)[CH:14]=1)=[O:8])[CH3:5]. (6) The reactants are [C:1]([O:5][C:6](=[O:12])[C@@H:7]([CH:9]([CH3:11])[CH3:10])[NH2:8])([CH3:4])([CH3:3])[CH3:2].[C:13]([O:16][C:17]1[CH:18]=[C:19]2[C:24](=[CH:25][CH:26]=1)[CH:23]=[C:22]([S:27](Cl)(=[O:29])=[O:28])[CH:21]=[CH:20]2)(=[O:15])[CH3:14].C(N(CC)CC)C.C(O)(=O)CC(CC(O)=O)(C(O)=O)O. The catalyst is O1CCOCC1.O. The product is [C:1]([O:5][C:6](=[O:12])[C@@H:7]([CH:9]([CH3:10])[CH3:11])[NH:8][S:27]([C:22]1[CH:21]=[CH:20][C:19]2[C:24](=[CH:25][CH:26]=[C:17]([O:16][C:13](=[O:15])[CH3:14])[CH:18]=2)[CH:23]=1)(=[O:29])=[O:28])([CH3:4])([CH3:3])[CH3:2]. The yield is 0.680. (7) The reactants are [F:1][C:2]1[CH:3]=[CH:4][C:5]([NH:8][NH:9][C:10]([C@@H:12]2[CH2:16][C@@H:15]([F:17])[CH2:14][N:13]2[CH3:18])=O)=[N:6][CH:7]=1.C1C=CC(P(C2C=CC=CC=2)C2C=CC=CC=2)=CC=1.CCN(CC)CC.ClC(Cl)(Cl)C(Cl)(Cl)Cl. The catalyst is C1COCC1.O. The product is [F:1][C:2]1[CH:3]=[CH:4][C:5]2[N:6]([C:10]([C@@H:12]3[CH2:16][C@@H:15]([F:17])[CH2:14][N:13]3[CH3:18])=[N:9][N:8]=2)[CH:7]=1. The yield is 0.630.